This data is from Catalyst prediction with 721,799 reactions and 888 catalyst types from USPTO. The task is: Predict which catalyst facilitates the given reaction. (1) Reactant: [OH:1][C:2]1[CH:9]=[CH:8][C:7]([O:10][CH3:11])=[CH:6][C:3]=1[CH:4]=[O:5].C(O[I:16](OC(=O)C)([O-])(=O)=O)(=O)C.C([N+](CC)(CC)CC)C. Product: [OH:1][C:2]1[C:9]([I:16])=[CH:8][C:7]([O:10][CH3:11])=[CH:6][C:3]=1[CH:4]=[O:5]. The catalyst class is: 4. (2) Reactant: [CH3:1][C:2]1[CH:11]=[CH:10][C:9]2[C:4](=[CH:5][CH:6]=[C:7]([C:12](=O)[CH3:13])[CH:8]=2)[N:3]=1.C1(C)C=CC(S(O)(=O)=O)=CC=1.[C:26]([O:30][CH3:31])(=[O:29])[NH:27][NH2:28].C(=O)(O)[O-].[Na+]. Product: [CH3:31][O:30][C:26]([NH:27][NH:28][CH:12]([C:7]1[CH:8]=[C:9]2[C:4](=[CH:5][CH:6]=1)[N:3]=[C:2]([CH3:1])[CH:11]=[CH:10]2)[CH3:13])=[O:29]. The catalyst class is: 93.